Dataset: Forward reaction prediction with 1.9M reactions from USPTO patents (1976-2016). Task: Predict the product of the given reaction. (1) Given the reactants [F:1][C:2]1[CH:20]=[CH:19][CH:18]=[CH:17][C:3]=1[C:4]([NH:6][C:7]1[CH:12]=[CH:11][C:10]([N+:13]([O-])=O)=[CH:9][C:8]=1[CH3:16])=[O:5].[CH:21]1[CH2:26][CH2:25][CH2:24][CH2:23][CH:22]=1.C(O)C, predict the reaction product. The product is: [NH2:13][C:10]1[CH:11]=[CH:12][C:7]([N:6]([C:4](=[O:5])[C:3]2[CH:17]=[CH:18][CH:19]=[CH:20][C:2]=2[F:1])[C:21]2[CH:26]=[CH:25][CH:24]=[CH:23][CH:22]=2)=[C:8]([CH3:16])[CH:9]=1. (2) Given the reactants [Cl:1][C:2]1[CH:17]=[CH:16][C:5]([O:6][CH2:7][CH2:8][CH2:9][C:10]2[N:14]=[C:13]([NH2:15])[NH:12][N:11]=2)=[CH:4][CH:3]=1.[CH3:18][CH2:19][C:20](=O)[CH2:21][C:22](=O)[CH2:23][CH3:24], predict the reaction product. The product is: [Cl:1][C:2]1[CH:3]=[CH:4][C:5]([O:6][CH2:7][CH2:8][CH2:9][C:10]2[N:14]=[C:13]3[N:15]=[C:20]([CH2:19][CH3:18])[CH:21]=[C:22]([CH2:23][CH3:24])[N:12]3[N:11]=2)=[CH:16][CH:17]=1. (3) Given the reactants [CH3:1][C:2]1[N:7]=[CH:6][C:5]([NH2:8])=[CH:4][CH:3]=1.Cl[C:10]1[N:15]=[C:14]([C:16]2[CH:17]=[C:18]([O:31][CH3:32])[C:19]([O:24][CH:25]3[CH2:30][CH2:29][O:28][CH2:27][CH2:26]3)=[C:20]([CH:23]=2)[C:21]#[N:22])[CH:13]=[CH:12][N:11]=1, predict the reaction product. The product is: [CH3:32][O:31][C:18]1[C:19]([O:24][CH:25]2[CH2:30][CH2:29][O:28][CH2:27][CH2:26]2)=[C:20]([CH:23]=[C:16]([C:14]2[CH:13]=[CH:12][N:11]=[C:10]([NH:8][C:5]3[CH:6]=[N:7][C:2]([CH3:1])=[CH:3][CH:4]=3)[N:15]=2)[CH:17]=1)[C:21]#[N:22]. (4) Given the reactants C1(C2C=C3C(=NC=2C(OC)OC)N(C(OC2C=CC=CC=2)=O)CCC3)CC1.NC1C=C(OCCOC)C(C#N)=CN=1.[Li+].C[Si]([N-][Si](C)(C)C)(C)C.[NH4+].[Cl-].[C:54]([C:56]1[C:57]([O:83][CH2:84][CH2:85][O:86][CH3:87])=[CH:58][C:59]([NH:62][C:63]([N:65]2[C:74]3[C:69](=[CH:70][C:71]([CH:80]4[CH2:82][CH2:81]4)=[C:72]([CH:75](OC)[O:76]C)[N:73]=3)[CH2:68][CH2:67][CH2:66]2)=[O:64])=[N:60][CH:61]=1)#[N:55], predict the reaction product. The product is: [C:54]([C:56]1[C:57]([O:83][CH2:84][CH2:85][O:86][CH3:87])=[CH:58][C:59]([NH:62][C:63]([N:65]2[C:74]3[C:69](=[CH:70][C:71]([CH:80]4[CH2:82][CH2:81]4)=[C:72]([CH:75]=[O:76])[N:73]=3)[CH2:68][CH2:67][CH2:66]2)=[O:64])=[N:60][CH:61]=1)#[N:55]. (5) Given the reactants [Cl:1][C:2]1[N:7]=[CH:6][C:5]2[S:8][C:9]3[CH:14]=[CH:13][C:12](Br)=[CH:11][C:10]=3[C:4]=2[CH:3]=1.[CH:16]1[C:33]2[C:32]3[C:27](=[CH:28][CH:29]=[CH:30][CH:31]=3)[C:26]3[C:21](=[CH:22][CH:23]=[CH:24][CH:25]=3)[C:20]=2[CH:19]=[CH:18][C:17]=1B(O)O.[O-]P([O-])([O-])=O.[K+].[K+].[K+].C1(C)C=CC=CC=1, predict the reaction product. The product is: [Cl:1][C:2]1[N:7]=[CH:6][C:5]2[S:8][C:9]3[CH:14]=[CH:13][C:12]([C:29]4[CH:30]=[CH:31][C:32]5[C:33]6[C:20](=[CH:19][CH:18]=[CH:17][CH:16]=6)[C:21]6[C:26](=[CH:25][CH:24]=[CH:23][CH:22]=6)[C:27]=5[CH:28]=4)=[CH:11][C:10]=3[C:4]=2[CH:3]=1. (6) Given the reactants [C:1]([CH2:6][CH2:7][N:8]([CH3:28])[CH2:9][C@H:10]1[O:14][C@@H:13]([N:15]2[C:24]3[N:23]=[CH:22][N:21]=[C:19]([NH2:20])[C:18]=3[N:17]=[C:16]2[CH3:25])[C@H:12]([OH:26])[C@@H:11]1[OH:27])(OCC)=[O:2].O.[NH2:30][NH2:31].[OH:32][S:33]([OH:36])(=[O:35])=[O:34], predict the reaction product. The product is: [S:33]([OH:36])([OH:35])(=[O:34])=[O:32].[NH:30]([C:1]([CH2:6][CH2:7][N:8]([CH3:28])[CH2:9][C@H:10]1[O:14][C@@H:13]([N:15]2[C:24]3[N:23]=[CH:22][N:21]=[C:19]([NH2:20])[C:18]=3[N:17]=[C:16]2[CH3:25])[C@H:12]([OH:26])[C@@H:11]1[OH:27])=[O:2])[NH2:31].